Dataset: Merck oncology drug combination screen with 23,052 pairs across 39 cell lines. Task: Regression. Given two drug SMILES strings and cell line genomic features, predict the synergy score measuring deviation from expected non-interaction effect. (1) Drug 1: CC1CC2C3CCC4=CC(=O)C=CC4(C)C3(F)C(O)CC2(C)C1(O)C(=O)CO. Drug 2: CCN(CC)CCNC(=O)c1c(C)[nH]c(C=C2C(=O)Nc3ccc(F)cc32)c1C. Cell line: NCIH520. Synergy scores: synergy=13.9. (2) Cell line: HT29. Synergy scores: synergy=6.14. Drug 1: COc1cccc2c1C(=O)c1c(O)c3c(c(O)c1C2=O)CC(O)(C(=O)CO)CC3OC1CC(N)C(O)C(C)O1. Drug 2: C#Cc1cccc(Nc2ncnc3cc(OCCOC)c(OCCOC)cc23)c1. (3) Drug 1: CCN(CC)CCNC(=O)c1c(C)[nH]c(C=C2C(=O)Nc3ccc(F)cc32)c1C. Drug 2: NC1(c2ccc(-c3nc4ccn5c(=O)[nH]nc5c4cc3-c3ccccc3)cc2)CCC1. Cell line: ZR751. Synergy scores: synergy=14.4. (4) Drug 1: COc1cc(C2c3cc4c(cc3C(OC3OC5COC(C)OC5C(O)C3O)C3COC(=O)C23)OCO4)cc(OC)c1O. Drug 2: Cn1cc(-c2cnn3c(N)c(Br)c(C4CCCNC4)nc23)cn1. Cell line: NCIH23. Synergy scores: synergy=13.6. (5) Drug 1: CCC1(O)C(=O)OCc2c1cc1n(c2=O)Cc2cc3c(CN(C)C)c(O)ccc3nc2-1. Drug 2: Cn1c(=O)n(-c2ccc(C(C)(C)C#N)cc2)c2c3cc(-c4cnc5ccccc5c4)ccc3ncc21. Cell line: UWB1289BRCA1. Synergy scores: synergy=29.3.